Dataset: Catalyst prediction with 721,799 reactions and 888 catalyst types from USPTO. Task: Predict which catalyst facilitates the given reaction. (1) Reactant: [F:1][C:2]([F:32])([F:31])[C:3]1[CH:4]=[C:5]([CH:13]2[CH:22]([C:23](O)=[O:24])[C:21]3[C:16](=[CH:17][CH:18]=[CH:19][CH:20]=3)[C:15](=[O:26])[N:14]2[CH2:27][CH2:28][O:29][CH3:30])[CH:6]=[C:7]([C:9]([F:12])([F:11])[F:10])[CH:8]=1.C1CN([P+](ON2N=NC3C=CC=CC2=3)(N2CCCC2)N2CCCC2)CC1.F[P-](F)(F)(F)(F)F.[CH3:66][O:67][CH2:68][CH2:69][NH2:70].C(N(CC)C(C)C)(C)C. Product: [F:32][C:2]([F:1])([F:31])[C:3]1[CH:4]=[C:5]([C@H:13]2[C@H:22]([C:23]([NH:70][CH2:69][CH2:68][O:67][CH3:66])=[O:24])[C:21]3[C:16](=[CH:17][CH:18]=[CH:19][CH:20]=3)[C:15](=[O:26])[N:14]2[CH2:27][CH2:28][O:29][CH3:30])[CH:6]=[C:7]([C:9]([F:10])([F:12])[F:11])[CH:8]=1. The catalyst class is: 3. (2) Reactant: Br[CH2:2][C:3]1[C:8]([O:9][CH3:10])=[CH:7][CH:6]=[CH:5][C:4]=1[N:11]1[C:15](=[O:16])[N:14]([CH3:17])[N:13]=[N:12]1.[Cl:18][C:19]1[CH:24]=[CH:23][C:22]([N:25]2[CH:29]=[CH:28][C:27]([OH:30])=[N:26]2)=[CH:21][CH:20]=1.C(=O)([O-])[O-].[K+].[K+].C(#N)C. Product: [Cl:18][C:19]1[CH:20]=[CH:21][C:22]([N:25]2[CH:29]=[CH:28][C:27]([O:30][CH2:2][C:3]3[C:8]([O:9][CH3:10])=[CH:7][CH:6]=[CH:5][C:4]=3[N:11]3[C:15](=[O:16])[N:14]([CH3:17])[N:13]=[N:12]3)=[N:26]2)=[CH:23][CH:24]=1. The catalyst class is: 6. (3) Reactant: [C:1]([O:5][C:6](=[O:24])[NH:7][C@H:8]([C:13](=[O:23])[NH:14][CH:15]1[CH2:21][CH2:20][CH2:19][NH:18][CH2:17][CH:16]1[OH:22])[CH2:9][CH:10]([CH3:12])[CH3:11])([CH3:4])([CH3:3])[CH3:2].C(=O)(O)[O-].[Na+].[CH3:30][C:31]1[N:36]=[C:35]([S:37](Cl)(=[O:39])=[O:38])[CH:34]=[CH:33][CH:32]=1.CO. Product: [C:1]([O:5][C:6](=[O:24])[NH:7][C@H:8]([C:13](=[O:23])[NH:14][CH:15]1[CH2:21][CH2:20][CH2:19][N:18]([S:37]([C:35]2[CH:34]=[CH:33][CH:32]=[C:31]([CH3:30])[N:36]=2)(=[O:39])=[O:38])[CH2:17][CH:16]1[OH:22])[CH2:9][CH:10]([CH3:12])[CH3:11])([CH3:3])([CH3:4])[CH3:2]. The catalyst class is: 646. (4) Reactant: [CH3:1][O:2][C:3]([C:5]1[CH:10]=[C:9]([CH3:11])[N:8]=[C:7](Cl)[N:6]=1)=[O:4].[C:13]1(B(O)O)[CH:18]=[CH:17][CH:16]=[CH:15][CH:14]=1.P([O-])([O-])([O-])=O.[K+].[K+].[K+].O.CC(=O)OCC. Product: [CH3:1][O:2][C:3]([C:5]1[CH:10]=[C:9]([CH3:11])[N:8]=[C:7]([C:13]2[CH:18]=[CH:17][CH:16]=[CH:15][CH:14]=2)[N:6]=1)=[O:4]. The catalyst class is: 77. (5) Reactant: [NH2:1][C:2]1[C:3]([C:12]([NH:14][C@@H:15]([CH:20]2[CH2:25][CH2:24][CH2:23][CH2:22][CH2:21]2)[C:16]([O:18][CH3:19])=[O:17])=[O:13])=[N:4][C:5]2[C:10]([CH:11]=1)=[CH:9][CH:8]=[CH:7][CH:6]=2.[CH3:26][C:27]1[CH:32]=[C:31]([CH3:33])[CH:30]=[C:29]([CH3:34])[C:28]=1[N:35]=[C:36]=[O:37]. Product: [CH:20]1([C@H:15]([NH:14][C:12]([C:3]2[C:2]([NH:1][C:36]([NH:35][C:28]3[C:27]([CH3:26])=[CH:32][C:31]([CH3:33])=[CH:30][C:29]=3[CH3:34])=[O:37])=[CH:11][C:10]3[C:5](=[CH:6][CH:7]=[CH:8][CH:9]=3)[N:4]=2)=[O:13])[C:16]([O:18][CH3:19])=[O:17])[CH2:25][CH2:24][CH2:23][CH2:22][CH2:21]1. The catalyst class is: 17.